This data is from Full USPTO retrosynthesis dataset with 1.9M reactions from patents (1976-2016). The task is: Predict the reactants needed to synthesize the given product. (1) Given the product [CH3:1][O:2][C:3](=[O:14])[CH2:4][O:5][C:6]1[CH:11]=[CH:10][C:9]([Cl:12])=[C:8]2[C:7]=1[C:17](=[O:16])[C:18]([S:22][C:23]1[CH:24]=[CH:25][C:26]([Cl:29])=[CH:27][CH:28]=1)=[C:19]([CH3:20])[NH:13]2, predict the reactants needed to synthesize it. The reactants are: [CH3:1][O:2][C:3](=[O:14])[CH2:4][O:5][C:6]1[CH:11]=[CH:10][C:9]([Cl:12])=[C:8]([NH2:13])[CH:7]=1.C[O:16][C:17](=O)[CH:18]([S:22][C:23]1[CH:28]=[CH:27][C:26]([Cl:29])=[CH:25][CH:24]=1)[C:19](=O)[CH3:20]. (2) Given the product [ClH:11].[CH3:13][O:14][C:3]([C@H:4]1[CH2:7][C@@H:1]([NH2:2])[CH:6]=[CH:5]1)=[O:8], predict the reactants needed to synthesize it. The reactants are: [CH:1]12[CH2:7][CH:4]([CH:5]=[CH:6]1)[C:3](=[O:8])[NH:2]2.S(Cl)([Cl:11])=O.[CH3:13][OH:14]. (3) Given the product [OH:29][C:11]1[CH:10]=[C:9]([OH:31])[C:8]([C@@H:7]2[CH2:6][CH2:5][N:4]([CH3:33])[C@H:3]2[CH2:2][OH:1])=[C:17]2[C:12]=1[C:13](=[O:28])[CH:14]=[C:15]([C:18]1[CH:23]=[CH:22][C:21]([C:24]([F:27])([F:26])[F:25])=[CH:20][CH:19]=1)[O:16]2, predict the reactants needed to synthesize it. The reactants are: [OH:1][CH2:2][C@H:3]1[C@H:7]([C:8]2[C:9]([O:31]C)=[CH:10][C:11]([O:29]C)=[C:12]3[C:17]=2[O:16][C:15]([C:18]2[CH:23]=[CH:22][C:21]([C:24]([F:27])([F:26])[F:25])=[CH:20][CH:19]=2)=[CH:14][C:13]3=[O:28])[CH2:6][CH2:5][N:4]1[CH3:33].Cl.N1C=CC=CC=1.